From a dataset of Forward reaction prediction with 1.9M reactions from USPTO patents (1976-2016). Predict the product of the given reaction. (1) The product is: [CH2:1]([O:8][C:9]1[CH:14]=[CH:13][N:12]([C:17]2[N:18]([CH3:28])[C:19]([C:23]([O:25][CH2:26][CH3:27])=[O:24])=[C:20]([CH3:22])[N:21]=2)[C:11](=[O:15])[CH:10]=1)[C:2]1[CH:3]=[CH:4][CH:5]=[CH:6][CH:7]=1. Given the reactants [CH2:1]([O:8][C:9]1[CH:14]=[CH:13][NH:12][C:11](=[O:15])[CH:10]=1)[C:2]1[CH:7]=[CH:6][CH:5]=[CH:4][CH:3]=1.Br[C:17]1[N:18]([CH3:28])[C:19]([C:23]([O:25][CH2:26][CH3:27])=[O:24])=[C:20]([CH3:22])[N:21]=1, predict the reaction product. (2) Given the reactants [F:1][C:2]1[CH:3]=[C:4]([C:10]2[CH:11]=[C:12]3[C:17](=[CH:18][CH:19]=2)[CH:16]=[C:15]([OH:20])[CH:14]=[CH:13]3)[CH:5]=[C:6]([F:9])[C:7]=1[F:8].[F:21][C:22]([F:35])([F:34])[S:23](O[S:23]([C:22]([F:35])([F:34])[F:21])(=[O:25])=[O:24])(=[O:25])=[O:24].N1C=CC=CC=1.O, predict the reaction product. The product is: [F:21][C:22]([F:35])([F:34])[S:23]([O:20][C:15]1[CH:14]=[CH:13][C:12]2[C:17](=[CH:18][CH:19]=[C:10]([C:4]3[CH:3]=[C:2]([F:1])[C:7]([F:8])=[C:6]([F:9])[CH:5]=3)[CH:11]=2)[CH:16]=1)(=[O:25])=[O:24]. (3) The product is: [N:50]1[C:58]2[CH:57]=[C:56]([NH:62][C:63]3[N:64]=[C:65]([O:71][CH:72]([CH3:77])[CH2:73][N:74]([CH3:76])[CH3:75])[C:66]([C:69]#[N:70])=[N:67][CH:68]=3)[N:55]=[CH:54][C:53]=2[NH:52][CH:51]=1. Given the reactants CC1(C)C2C=CC=C(P(C3C=CC=CC=3)C3C=CC=CC=3)C=2OC2C1=CC=CC=2P(C1C=CC=CC=1)C1C=CC=CC=1.COC1C=CC(C[N:50]2[C:58]3[CH:57]=[C:56](Br)[N:55]=[CH:54][C:53]=3[N:52]=[CH:51]2)=CC=1.[NH2:62][C:63]1[N:64]=[C:65]([O:71][CH:72]([CH3:77])[CH2:73][N:74]([CH3:76])[CH3:75])[C:66]([C:69]#[N:70])=[N:67][CH:68]=1.CN(C=O)C.C(=O)([O-])[O-].[Cs+].[Cs+].CC1C=CC(S(O)(=O)=O)=CC=1, predict the reaction product. (4) Given the reactants [CH3:1][O:2][C:3]1[CH:4]=[C:5]2[C:10](=[CH:11][C:12]=1[O:13][CH3:14])[N:9]=[CH:8][CH:7]=[C:6]2[O:15][C:16]1[CH:22]=[CH:21][C:19]([NH2:20])=[C:18]([CH3:23])[C:17]=1[CH3:24].[C:25]1([CH3:31])[CH:30]=C[CH:28]=[CH:27][CH:26]=1.C(N(CC)CC)C.ClC(Cl)(O[C:43](=[O:49])OC(Cl)(Cl)Cl)Cl.CC1C=C(Cl)C=CC=1[SH:59].[CH2:60]([Cl:62])Cl, predict the reaction product. The product is: [CH3:1][O:2][C:3]1[CH:4]=[C:5]2[C:10](=[CH:11][C:12]=1[O:13][CH3:14])[N:9]=[CH:8][CH:7]=[C:6]2[O:15][C:16]1[CH:22]=[CH:21][C:19]([NH:20][C:43](=[S:59])[O:49][C:26]2[CH:27]=[CH:28][C:60]([Cl:62])=[CH:30][C:25]=2[CH3:31])=[C:18]([CH3:23])[C:17]=1[CH3:24]. (5) Given the reactants Cl.[CH3:2][O:3][C:4]1[CH:5]=[C:6]([C:12]2[C:13]([CH3:25])([CH3:24])[C:14](=[O:23])[N:15]([CH:17]3[CH2:22][CH2:21][NH:20][CH2:19][CH2:18]3)[N:16]=2)[CH:7]=[CH:8][C:9]=1[O:10][CH3:11].[CH3:26][C:27]1[CH:28]=[C:29]([S:33](Cl)(=[O:35])=[O:34])[CH:30]=[CH:31][CH:32]=1, predict the reaction product. The product is: [CH3:2][O:3][C:4]1[CH:5]=[C:6]([C:12]2[C:13]([CH3:25])([CH3:24])[C:14](=[O:23])[N:15]([CH:17]3[CH2:22][CH2:21][N:20]([S:33]([C:29]4[CH:30]=[CH:31][CH:32]=[C:27]([CH3:26])[CH:28]=4)(=[O:35])=[O:34])[CH2:19][CH2:18]3)[N:16]=2)[CH:7]=[CH:8][C:9]=1[O:10][CH3:11].